This data is from Forward reaction prediction with 1.9M reactions from USPTO patents (1976-2016). The task is: Predict the product of the given reaction. (1) Given the reactants F[C:2]1[CH:11]=[C:10]2[C:5]([C:6](=[O:12])[NH:7][CH:8]=[N:9]2)=[CH:4][CH:3]=1.Cl.Cl.[Cl:15][C:16]1[CH:30]=[CH:29][C:19]([CH2:20][C:21]2([CH2:27][NH2:28])[CH2:26][CH2:25][NH:24][CH2:23][CH2:22]2)=[CH:18][CH:17]=1, predict the reaction product. The product is: [NH2:28][CH2:27][C:21]1([CH2:20][C:19]2[CH:18]=[CH:17][C:16]([Cl:15])=[CH:30][CH:29]=2)[CH2:26][CH2:25][N:24]([C:2]2[CH:11]=[C:10]3[C:5]([C:6](=[O:12])[NH:7][CH:8]=[N:9]3)=[CH:4][CH:3]=2)[CH2:23][CH2:22]1. (2) Given the reactants C(O[C:6]([C:8]1[C:9]([OH:25])=[C:10]2[CH:16]=[C:15]([C:17]3[CH:22]=[CH:21][C:20]([O:23][CH3:24])=[CH:19][CH:18]=3)[S:14][C:11]2=[CH:12][N:13]=1)=[O:7])CCC.[NH2:26][CH2:27][C:28]([OH:30])=[O:29], predict the reaction product. The product is: [OH:25][C:9]1[C:8]([C:6]([NH:26][CH2:27][C:28]([OH:30])=[O:29])=[O:7])=[N:13][CH:12]=[C:11]2[S:14][C:15]([C:17]3[CH:22]=[CH:21][C:20]([O:23][CH3:24])=[CH:19][CH:18]=3)=[CH:16][C:10]=12. (3) Given the reactants [Cl:1][C:2]1[CH:7]=[C:6]([Cl:8])[CH:5]=[CH:4][C:3]=1[C:9]1[C:30](=[O:31])[N:29]([CH3:32])[C:12]2[N:13]([CH3:28])[C:14]3[C:19]([C:11]=2[CH:10]=1)=[CH:18][C:17]([C:20](=O)[C:21]([CH3:26])=[CH:22][N:23](C)C)=[CH:16][CH:15]=3.O.[NH2:34]N, predict the reaction product. The product is: [Cl:1][C:2]1[CH:7]=[C:6]([Cl:8])[CH:5]=[CH:4][C:3]=1[C:9]1[C:30](=[O:31])[N:29]([CH3:32])[C:12]2[N:13]([CH3:28])[C:14]3[C:19]([C:11]=2[CH:10]=1)=[CH:18][C:17]([C:20]1[C:21]([CH3:26])=[CH:22][NH:23][N:34]=1)=[CH:16][CH:15]=3.